This data is from NCI-60 drug combinations with 297,098 pairs across 59 cell lines. The task is: Regression. Given two drug SMILES strings and cell line genomic features, predict the synergy score measuring deviation from expected non-interaction effect. Drug 1: CC1=C2C(C(=O)C3(C(CC4C(C3C(C(C2(C)C)(CC1OC(=O)C(C(C5=CC=CC=C5)NC(=O)C6=CC=CC=C6)O)O)OC(=O)C7=CC=CC=C7)(CO4)OC(=O)C)O)C)OC(=O)C. Drug 2: C1CC(=O)NC(=O)C1N2C(=O)C3=CC=CC=C3C2=O. Cell line: SF-295. Synergy scores: CSS=4.30, Synergy_ZIP=-0.0372, Synergy_Bliss=1.46, Synergy_Loewe=-4.85, Synergy_HSA=-2.16.